From a dataset of Peptide-MHC class I binding affinity with 185,985 pairs from IEDB/IMGT. Regression. Given a peptide amino acid sequence and an MHC pseudo amino acid sequence, predict their binding affinity value. This is MHC class I binding data. The peptide sequence is YTFCRLNVK. The MHC is HLA-B08:01 with pseudo-sequence HLA-B08:01. The binding affinity (normalized) is 0.143.